From a dataset of Forward reaction prediction with 1.9M reactions from USPTO patents (1976-2016). Predict the product of the given reaction. (1) Given the reactants [NH:1]1[CH2:6][CH2:5][CH:4]([O:7][C:8]2[S:9][C:10]3[CH:16]=[C:15]([C:17]4[CH2:22][CH2:21][N:20]([C:23]([O:25][C:26]([CH3:29])([CH3:28])[CH3:27])=[O:24])[CH2:19][CH:18]=4)[CH:14]=[CH:13][C:11]=3[N:12]=2)[CH2:3][CH2:2]1.CCN(CC)CC.[C:37](=O)([O:46][CH2:47][CH2:48][Si:49]([CH3:52])([CH3:51])[CH3:50])[O:38]N1C(=O)CCC1=O, predict the reaction product. The product is: [CH3:50][Si:49]([CH3:52])([CH3:51])[CH2:48][CH2:47][O:46][C:37]([N:1]1[CH2:6][CH2:5][CH:4]([O:7][C:8]2[S:9][C:10]3[CH:16]=[C:15]([C:17]4[CH2:22][CH2:21][N:20]([C:23]([O:25][C:26]([CH3:29])([CH3:28])[CH3:27])=[O:24])[CH2:19][CH:18]=4)[CH:14]=[CH:13][C:11]=3[N:12]=2)[CH2:3][CH2:2]1)=[O:38]. (2) Given the reactants [F:1][C:2]1[CH:7]=[CH:6][C:5]([NH:8][C:9]([NH:11]C(=O)C2C=CC=CC=2)=[S:10])=[CH:4][CH:3]=1.Cl, predict the reaction product. The product is: [F:1][C:2]1[CH:3]=[CH:4][C:5]([NH:8][C:9]([NH2:11])=[S:10])=[CH:6][CH:7]=1. (3) Given the reactants [OH:1][C:2]1[CH:12]=[CH:11][C:5]([CH:6]=[CH:7][C:8]([OH:10])=[O:9])=[CH:4][CH:3]=1.[CH2:13](O)[CH2:14][CH2:15][CH2:16][CH2:17][CH2:18][CH2:19][CH2:20][CH2:21][CH2:22][CH2:23][CH2:24][CH2:25][CH2:26][CH2:27][CH3:28].C1(C)C=CC(S(O)(=O)=O)=CC=1.C1(C)C=CC=CC=1, predict the reaction product. The product is: [CH2:28]([O:9][C:8](=[O:10])[CH:7]=[CH:6][C:5]1[CH:4]=[CH:3][C:2]([OH:1])=[CH:12][CH:11]=1)[CH2:27][CH2:26][CH2:25][CH2:24][CH2:23][CH2:22][CH2:21][CH2:20][CH2:19][CH2:18][CH2:17][CH2:16][CH2:15][CH2:14][CH3:13]. (4) Given the reactants [CH:1]1([C:4]2[C:5]([CH:18]([CH2:25][C:26](=[O:36])[NH:27][C:28]3[CH:33]=[CH:32][C:31]([CH3:34])=[CH:30][C:29]=3[CH3:35])[CH2:19][CH2:20][C:21]([O:23]C)=[O:22])=[N:6][O:7][C:8]=2[CH:9]2[CH2:12][CH:11]([CH2:13][C:14]([CH3:17])([CH3:16])[CH3:15])[CH2:10]2)[CH2:3][CH2:2]1.Br.C([O-])(=O)C.[Na+], predict the reaction product. The product is: [CH:1]1([C:4]2[C:5]([CH:18]([CH2:25][C:26](=[O:36])[NH:27][C:28]3[CH:33]=[CH:32][C:31]([CH3:34])=[CH:30][C:29]=3[CH3:35])[CH2:19][CH2:20][C:21]([OH:23])=[O:22])=[N:6][O:7][C:8]=2[CH:9]2[CH2:12][CH:11]([CH2:13][C:14]([CH3:16])([CH3:17])[CH3:15])[CH2:10]2)[CH2:3][CH2:2]1. (5) Given the reactants [CH2:1]([CH:5]([CH2:11][C:12]1[CH:17]=[CH:16][C:15]([O:18][CH2:19][CH2:20][CH2:21]OS(C)(=O)=O)=[CH:14][CH:13]=1)[C:6]([O:8][CH2:9][CH3:10])=[O:7])[CH2:2][CH2:3][CH3:4].[N-:27]=[N+:28]=[N-:29].[Na+], predict the reaction product. The product is: [N:27]([CH2:21][CH2:20][CH2:19][O:18][C:15]1[CH:16]=[CH:17][C:12]([CH2:11][CH:5]([CH2:1][CH2:2][CH2:3][CH3:4])[C:6]([O:8][CH2:9][CH3:10])=[O:7])=[CH:13][CH:14]=1)=[N+:28]=[N-:29]. (6) Given the reactants F[C:2]1[N:7]=[CH:6][C:5]([C:8]2[CH:13]=[CH:12][C:11]([C:14]3([C:17]([N:19]4[CH2:23][CH2:22][C@@:21]5([C:27]6[CH:28]=[CH:29][CH:30]=[CH:31][C:26]=6[C:25](=[O:32])[O:24]5)[CH2:20]4)=[O:18])[CH2:16][CH2:15]3)=[CH:10][CH:9]=2)=[CH:4][CH:3]=1.[NH:33]1[CH2:37][CH2:36][CH2:35][CH2:34]1.CS(C)=O, predict the reaction product. The product is: [N:33]1([C:2]2[N:7]=[CH:6][C:5]([C:8]3[CH:13]=[CH:12][C:11]([C:14]4([C:17]([N:19]5[CH2:23][CH2:22][C@@:21]6([C:27]7[CH:28]=[CH:29][CH:30]=[CH:31][C:26]=7[C:25](=[O:32])[O:24]6)[CH2:20]5)=[O:18])[CH2:16][CH2:15]4)=[CH:10][CH:9]=3)=[CH:4][CH:3]=2)[CH2:37][CH2:36][CH2:35][CH2:34]1. (7) Given the reactants C[O:2][C:3]1[CH:4]=[C:5]([C:17]2[CH:18]=[CH:19][C:20]3[N:21]([C:23]([C:26]4[CH:33]=[CH:32][C:29]([C:30]#[N:31])=[CH:28][CH:27]=4)=[CH:24][N:25]=3)[CH:22]=2)[CH:6]=[CH:7][C:8]=1[C:9]([N:11]1[CH2:16][CH2:15][O:14][CH2:13][CH2:12]1)=[O:10].B(Br)(Br)Br, predict the reaction product. The product is: [OH:2][C:3]1[CH:4]=[C:5]([C:17]2[CH:18]=[CH:19][C:20]3[N:21]([C:23]([C:26]4[CH:27]=[CH:28][C:29]([C:30]#[N:31])=[CH:32][CH:33]=4)=[CH:24][N:25]=3)[CH:22]=2)[CH:6]=[CH:7][C:8]=1[C:9]([N:11]1[CH2:16][CH2:15][O:14][CH2:13][CH2:12]1)=[O:10].